Dataset: Full USPTO retrosynthesis dataset with 1.9M reactions from patents (1976-2016). Task: Predict the reactants needed to synthesize the given product. (1) The reactants are: [CH3:1][O:2][C:3]1[CH:4]=[C:5]2[C:10](=[CH:11][C:12]=1[O:13][CH2:14][CH2:15][O:16][CH3:17])[N:9]=[CH:8][N:7]=[C:6]2[NH:18][C:19]1[CH:20]=[CH:21][C:22]([CH3:26])=[C:23]([OH:25])[CH:24]=1.C(=O)([O-])[O-:28].[Na+].[Na+].[OH-].[Na+].[O]N(S(=O)([O-])=O)S(=O)([O-])=O.[K+].[K+]. Given the product [CH3:1][O:2][C:3]1[CH:4]=[C:5]2[C:10](=[CH:11][C:12]=1[O:13][CH2:14][CH2:15][O:16][CH3:17])[N:9]=[CH:8][N:7]=[C:6]2[NH:18][C:19]1[C:20]([CH:21]=[C:22]([CH3:26])[C:23](=[O:25])[CH:24]=1)=[O:28], predict the reactants needed to synthesize it. (2) Given the product [Cl:25][C:19]1[CH:18]=[C:17]([N:14]2[CH2:15][CH2:16][N:11]([C:9]([C:3]3[CH:4]=[CH:5][CH:6]=[C:7]([Cl:8])[C:2]=3[Cl:1])=[O:10])[CH2:12][C:13]2=[O:24])[CH:22]=[CH:21][CH:20]=1, predict the reactants needed to synthesize it. The reactants are: [Cl:1][C:2]1[C:7]([Cl:8])=[CH:6][CH:5]=[CH:4][C:3]=1[C:9]([N:11]1[CH2:16][CH2:15][N:14]([C:17]2[CH:22]=[CH:21][C:20](F)=[CH:19][CH:18]=2)[C:13](=[O:24])[CH2:12]1)=[O:10].[Cl:25]C1C=C(N2CCNCC2=O)C=CC=1. (3) Given the product [Cl:35][C:33]1[S:32][C:31]2[C:26]3([CH2:25][CH2:24][N:23]([CH2:22][C:20]4[C:19]([CH3:40])=[N:18][N:17]([C:12]5[C:11]([C:10]6[O:5][N:4]=[C:1]([CH3:2])[N:3]=6)=[CH:16][CH:15]=[CH:14][N:13]=5)[CH:21]=4)[CH2:39][CH2:38]3)[O:27][CH2:28][C:29]([F:36])([F:37])[C:30]=2[CH:34]=1, predict the reactants needed to synthesize it. The reactants are: [C:1](=[N:4][OH:5])([NH2:3])[CH3:2].[H-].[Na+].CO[C:10](=O)[C:11]1[CH:16]=[CH:15][CH:14]=[N:13][C:12]=1[N:17]1[CH:21]=[C:20]([CH2:22][N:23]2[CH2:39][CH2:38][C:26]3([C:31]4[S:32][C:33]([Cl:35])=[CH:34][C:30]=4[C:29]([F:37])([F:36])[CH2:28][O:27]3)[CH2:25][CH2:24]2)[C:19]([CH3:40])=[N:18]1.